Dataset: Peptide-MHC class II binding affinity with 134,281 pairs from IEDB. Task: Regression. Given a peptide amino acid sequence and an MHC pseudo amino acid sequence, predict their binding affinity value. This is MHC class II binding data. (1) The peptide sequence is LNTLVKQLSSNFGAI. The MHC is DRB5_0101 with pseudo-sequence DRB5_0101. The binding affinity (normalized) is 0.343. (2) The peptide sequence is KTKNKTNWKQTWTFK. The MHC is HLA-DQA10601-DQB10402 with pseudo-sequence HLA-DQA10601-DQB10402. The binding affinity (normalized) is 0.321.